Predict which catalyst facilitates the given reaction. From a dataset of Catalyst prediction with 721,799 reactions and 888 catalyst types from USPTO. (1) Reactant: [NH2:1][C:2]1[CH:3]=[CH:4][CH:5]=[C:6]2[C:11]=1[N:10]=[CH:9][CH:8]=[CH:7]2.[Cl:12][C:13]1[CH:18]=[CH:17][C:16]([S:19](Cl)(=[O:21])=[O:20])=[C:15]([F:23])[CH:14]=1. Product: [Cl:12][C:13]1[CH:18]=[CH:17][C:16]([S:19]([NH:1][C:2]2[CH:3]=[CH:4][CH:5]=[C:6]3[C:11]=2[N:10]=[CH:9][CH:8]=[CH:7]3)(=[O:20])=[O:21])=[C:15]([F:23])[CH:14]=1. The catalyst class is: 142. (2) Reactant: [C:1]([O:5][C:6]([N:8]([CH2:16][CH2:17][N:18]([C:31]([O:33][C:34]([CH3:37])([CH3:36])[CH3:35])=[O:32])[CH2:19][CH2:20][N:21]([C:24]([O:26][C:27]([CH3:30])([CH3:29])[CH3:28])=[O:25])[CH2:22][CH3:23])[CH2:9][CH2:10][CH2:11][CH2:12][CH2:13][CH2:14][OH:15])=[O:7])([CH3:4])([CH3:3])[CH3:2].CN(C1C=CC=CN=1)C.C(N(CC)CC)C.[S:54](Cl)([C:57]1[CH:63]=[CH:62][C:60]([CH3:61])=[CH:59][CH:58]=1)(=[O:56])=[O:55]. Product: [S:54]([O:15][CH2:14][CH2:13][CH2:12][CH2:11][CH2:10][CH2:9][N:8]([C:6]([O:5][C:1]([CH3:4])([CH3:2])[CH3:3])=[O:7])[CH2:16][CH2:17][N:18]([C:31]([O:33][C:34]([CH3:36])([CH3:35])[CH3:37])=[O:32])[CH2:19][CH2:20][N:21]([C:24]([O:26][C:27]([CH3:30])([CH3:29])[CH3:28])=[O:25])[CH2:22][CH3:23])([C:57]1[CH:63]=[CH:62][C:60]([CH3:61])=[CH:59][CH:58]=1)(=[O:56])=[O:55]. The catalyst class is: 2.